From a dataset of Experimentally validated miRNA-target interactions with 360,000+ pairs, plus equal number of negative samples. Binary Classification. Given a miRNA mature sequence and a target amino acid sequence, predict their likelihood of interaction. (1) The miRNA is hsa-miR-5590-5p with sequence UUGCCAUACAUAGACUUUAUU. The protein sequence of the target gene is MAENSLSDGGPADSVEAAKNASNTEKLTDQVMQNPQVLAALQERLDNVSHTPSSYIETLPKAVKRRINALKQLQVRCAHIEAKFYEEVHDLERKYAALYQPLFDKRREFITGDVEPTDAESAWHSENEEEDKLAGDMKNKVVIAEKEAATVEELNPKGIPEFWFTIFRNVDMLSELVQEYDEPILKHLQDIKVKFSDPGQPMSFVLEFHFEPNDYFTNPVLTKTYKMKSEPDKADPFSFEGPEIVDCDGCTIDWKKGKNVTVKTIKKKQKHKGRGTVRTITKQVPNESFFNFFSPLKASG.... Result: 0 (no interaction). (2) The miRNA is mmu-miR-466d-3p with sequence UAUACAUACACGCACACAUAG. The protein sequence of the target gene is MTSYRERSADLARFYTVTEPQRHPRGYTVYKVTARVVSRRNPEDVQEIIVWKRYSDFKKLHKELWQIHKNLFRHSELFPPFAKGIVFGRFDETVIEERRQCAEDLLQFSANIPALYNSKQLEDFFKGGIINDSSELIGPAEAHSDSLIDTFPECSTEGFSSDSDLVSLTVDVDSLAELDDGMASNQNSPIRTFGLNLSSDSSALGAVASDSEQSKTEEERESRSLFPGSLKPKLGKRDYLEKAGELIKLALKKEEEDDYEAASDFYRKGVDLLLEGVQGESSPTRREAVKRRTAEYLMRA.... Result: 0 (no interaction). (3) The miRNA is hsa-miR-450a-5p with sequence UUUUGCGAUGUGUUCCUAAUAU. The protein sequence of the target gene is MASGAARWLVLAPVRSGALRSGPSLRKDGDVSAAWSGSGRSLVPSRSVIVTRSGAILPKPVKMSFGLLRVFSIVIPFLYVGTLISKNFAALLEEHDIFVPEDDDDDD. Result: 0 (no interaction). (4) The miRNA is hsa-miR-4268 with sequence GGCUCCUCCUCUCAGGAUGUG. The protein sequence of the target gene is MEPAAEILVDSPDVVYSPETIEARYEYRTTRVSREGGVLRVQPRATRFTFRTARQVPRLGVMLVGWGGNNGSTLTAAVLANRLRLTWPTRTGRKEANYYGSLTQAGTVNLGLDENGREVFVPFSALLPMVAPNDLVFDGWDISSLNLAEAMRRAQVLDCGLQEQLWPHMESLRPRPSVYIPEFIAANQTARADNLIPGTRAQQLEQIRKDIRDFRSSAGLDKVIVLWTANTERFCEVVPGRNDTAENLLHTIQLGLEVSPSTLFAVASILEDCAFLNGSPQNTLVPGALELASQRHVFVG.... Result: 0 (no interaction). (5) The miRNA is hsa-miR-4716-5p with sequence UCCAUGUUUCCUUCCCCCUUCU. The protein sequence of the target gene is MALPQGLLTFRDVAIEFSQEEWKCLDPAQRTLYRDVMLENYRNLVSLDISSKCMMKEFSSTAQGNREVIHTGTLQRHESHHTGDFRFQEIDKDIHNLEFQWQEDERNSHEAPMTEIKKLTGSADRYDQRHAGNKPIKDQLGSSFHSHLPELHMFQTQGKIGNQVEKSINDASSISTSQRISCRPKTHISNNYGNNFRNSSLLTQKQEVHMREKSFQCNESGKAFNYSSLLRKHQIIHLGEKQYKCDVCGKVFNRKRNLVCHRRCHTGEKPYRCNECGKTFSQTYSLTCHRRLHTGEKPYK.... Result: 1 (interaction).